This data is from Rat liver microsome stability data. The task is: Regression/Classification. Given a drug SMILES string, predict its absorption, distribution, metabolism, or excretion properties. Task type varies by dataset: regression for continuous measurements (e.g., permeability, clearance, half-life) or binary classification for categorical outcomes (e.g., BBB penetration, CYP inhibition). Dataset: rlm. The compound is Cc1csc2nc(-c3cccc(NC(=O)c4ccccc4Cl)c3)cn12. The result is 1 (stable in rat liver microsomes).